The task is: Predict the reaction yield, written as a fraction of the theoretical maximum amount of product (1.0 means a 100% yield; for example, 0.34 means a 34% yield).. This data is from Reaction yield outcomes from USPTO patents with 853,638 reactions. (1) The reactants are [OH:1][CH:2]1[CH2:7][CH2:6][CH:5]([C:8]([O:10][CH2:11][CH3:12])=[O:9])[CH2:4][CH2:3]1.N1C=CN=C1.[Si:18](Cl)([C:21]([CH3:24])([CH3:23])[CH3:22])([CH3:20])[CH3:19].O. The catalyst is CN(C=O)C. The product is [Si:18]([O:1][CH:2]1[CH2:3][CH2:4][CH:5]([C:8]([O:10][CH2:11][CH3:12])=[O:9])[CH2:6][CH2:7]1)([C:21]([CH3:24])([CH3:23])[CH3:22])([CH3:20])[CH3:19]. The yield is 1.00. (2) The reactants are C[Si]([N-][Si](C)(C)C)(C)C.[K+].[Br:11][C:12]1[CH:21]=[C:20]2[C:15]([CH:16]=[CH:17][N:18]=[C:19]2[OH:22])=[CH:14][C:13]=1[O:23][CH3:24].[CH3:25]I.O. The catalyst is O1CCOCC1.CCOC(C)=O. The product is [Br:11][C:12]1[CH:21]=[C:20]2[C:15]([CH:16]=[CH:17][N:18]([CH3:25])[C:19]2=[O:22])=[CH:14][C:13]=1[O:23][CH3:24]. The yield is 0.495. (3) The reactants are CN(C(/N=N/C(N(C)C)=O)=O)C.[Cl:13][C:14]1[CH:33]=[C:32]([Cl:34])[CH:31]=[CH:30][C:15]=1[C:16]([NH:18][C:19]1[CH:28]=[CH:27][C:26]([OH:29])=[CH:25][C:20]=1[C:21]([O:23][CH3:24])=[O:22])=[O:17].C1(P(C2C=CC=CC=2)C2C=CC=CC=2)C=CC=CC=1.[S:54]1[CH:58]=[CH:57][CH:56]=[C:55]1[CH2:59]O. The catalyst is C1COCC1.C(Cl)Cl. The product is [Cl:13][C:14]1[CH:33]=[C:32]([Cl:34])[CH:31]=[CH:30][C:15]=1[C:16]([NH:18][C:19]1[CH:28]=[CH:27][C:26]([O:29][CH2:59][C:55]2[S:54][CH:58]=[CH:57][CH:56]=2)=[CH:25][C:20]=1[C:21]([O:23][CH3:24])=[O:22])=[O:17]. The yield is 0.420. (4) The reactants are [Cl:1][C:2]1[C:7]([C:8]2[CH:13]=[CH:12][C:11]([S:14]([CH2:17][CH3:18])(=[O:16])=[O:15])=[CH:10][C:9]=2[O:19][CH3:20])=[CH:6][C:5]([OH:21])=[CH:4][CH:3]=1.N1C(C)=CC=CC=1C.[F:30][C:31]([F:44])([F:43])[S:32](O[S:32]([C:31]([F:44])([F:43])[F:30])(=[O:34])=[O:33])(=[O:34])=[O:33]. The catalyst is C(Cl)Cl. The product is [F:30][C:31]([F:44])([F:43])[S:32]([O:21][C:5]1[CH:6]=[C:7]([C:8]2[CH:13]=[CH:12][C:11]([S:14]([CH2:17][CH3:18])(=[O:16])=[O:15])=[CH:10][C:9]=2[O:19][CH3:20])[C:2]([Cl:1])=[CH:3][CH:4]=1)(=[O:34])=[O:33]. The yield is 0.960. (5) The reactants are [Cl:1][C:2]1[CH:7]=[CH:6][C:5]([C:8]2[C:14]3[CH:15]=[C:16]([OH:19])[CH:17]=[CH:18][C:13]=3[N:12]3[C:20]([CH3:23])=[N:21][N:22]=[C:11]3[C@H:10]([CH2:24][C:25]([NH:27][CH2:28][CH3:29])=[O:26])[N:9]=2)=[CH:4][CH:3]=1.C(=O)([O-])[O-].[K+].[K+].CS(O[CH2:41][CH2:42][O:43][CH2:44][CH2:45][O:46][CH2:47][CH2:48][O:49][CH2:50][CH2:51][O:52][CH2:53][CH2:54][O:55][CH2:56][CH2:57][O:58][CH2:59][CH2:60][O:61][CH2:62][CH2:63][NH:64][C:65](=[O:71])[O:66][C:67]([CH3:70])([CH3:69])[CH3:68])(=O)=O. No catalyst specified. The product is [C:67]([O:66][C:65](=[O:71])[NH:64][CH2:63][CH2:62][O:61][CH2:60][CH2:59][O:58][CH2:57][CH2:56][O:55][CH2:54][CH2:53][O:52][CH2:51][CH2:50][O:49][CH2:48][CH2:47][O:46][CH2:45][CH2:44][O:43][CH2:42][CH2:41][O:19][C:16]1[CH:17]=[CH:18][C:13]2[N:12]3[C:20]([CH3:23])=[N:21][N:22]=[C:11]3[C@H:10]([CH2:24][C:25]([NH:27][CH2:28][CH3:29])=[O:26])[N:9]=[C:8]([C:5]3[CH:6]=[CH:7][C:2]([Cl:1])=[CH:3][CH:4]=3)[C:14]=2[CH:15]=1)([CH3:70])([CH3:69])[CH3:68]. The yield is 0.670. (6) The reactants are C(=O)([O-])[O-].[Cs+].[Cs+].ClC1N=[C:12]([C:14](=[N:28][OH:29])[C:15]([F:27])([F:26])[C:16]2[CH:17]=[C:18]3[C:23](=[CH:24][CH:25]=2)[N:22]=[CH:21][CH:20]=[CH:19]3)[C:11](F)=[CH:10][CH:9]=1.[F:31][C:32]1[CH:33]=[C:34](B(O)O)[CH:35]=[C:36]([F:38])[CH:37]=1.[CH3:42][N:43](C=O)C. The catalyst is O.C1C=CC(P(C2C=CC=CC=2)[C-]2C=CC=C2)=CC=1.C1C=CC(P(C2C=CC=CC=2)[C-]2C=CC=C2)=CC=1.Cl[Pd]Cl.[Fe+2].C(Cl)Cl. The product is [F:31][C:32]1[CH:33]=[C:34]([C:10]2[CH:11]=[C:12]3[C:14]([C:15]([F:26])([F:27])[C:16]4[CH:17]=[C:18]5[C:23](=[CH:24][CH:25]=4)[N:22]=[CH:21][CH:20]=[CH:19]5)=[N:28][O:29][C:42]3=[N:43][CH:9]=2)[CH:35]=[C:36]([F:38])[CH:37]=1. The yield is 0.0900. (7) The reactants are [NH2:1][C:2]1[S:3][CH:4]=[CH:5][N:6]=1.Br[CH2:8][C:9]([C:11]1[CH:16]=[CH:15][CH:14]=[C:13]([C:17]#[N:18])[CH:12]=1)=O.[OH-].[NH4+]. The catalyst is C(O)C. The product is [C:17]([C:13]1[CH:12]=[C:11]([C:9]2[N:1]=[C:2]3[N:6]([CH:8]=2)[CH:5]=[CH:4][S:3]3)[CH:16]=[CH:15][CH:14]=1)#[N:18]. The yield is 0.810. (8) The reactants are [CH3:1][O:2][C:3]1[CH:4]=[C:5]2[C:10](=[CH:11][C:12]=1[O:13][CH3:14])[N:9]=[CH:8][CH:7]=[C:6]2[O:15][C:16]1[CH:22]=[CH:21][C:19]([NH2:20])=[CH:18][CH:17]=1.Cl[C:24](Cl)([O:26][C:27](=[O:33])OC(Cl)(Cl)Cl)Cl.[N:35]1([CH2:41]CO)[CH2:40][CH2:39][CH2:38][CH2:37][CH2:36]1.C(=O)(O)[O-].[Na+]. The catalyst is C(Cl)Cl.C(N(CC)CC)C.C1(C)C=CC=CC=1. The product is [CH3:1][O:2][C:3]1[CH:4]=[C:5]2[C:10](=[CH:11][C:12]=1[O:13][CH3:14])[N:9]=[CH:8][CH:7]=[C:6]2[O:15][C:16]1[CH:22]=[CH:21][C:19]([NH:20][C:27](=[O:33])[O:26][CH2:24][CH2:41][N:35]2[CH2:40][CH2:39][CH2:38][CH2:37][CH2:36]2)=[CH:18][CH:17]=1. The yield is 0.740. (9) The reactants are [H-].[Na+].O=[C:4]1[CH2:9][CH2:8][N:7]([C:10]([O:12][C:13]([CH3:16])([CH3:15])[CH3:14])=[O:11])[CH2:6][CH2:5]1.[O:17]1[CH2:21][CH2:20][CH2:19][CH2:18]1. No catalyst specified. The product is [CH2:21]([O:17][CH2:14][C:13](=[O:12])[CH:15]=[C:4]1[CH2:9][CH2:8][N:7]([C:10]([O:12][C:13]([CH3:16])([CH3:15])[CH3:14])=[O:11])[CH2:6][CH2:5]1)[C:20]1[CH:9]=[CH:4][CH:5]=[CH:18][CH:19]=1. The yield is 0.520.